Dataset: NCI-60 drug combinations with 297,098 pairs across 59 cell lines. Task: Regression. Given two drug SMILES strings and cell line genomic features, predict the synergy score measuring deviation from expected non-interaction effect. (1) Drug 2: CN(C(=O)NC(C=O)C(C(C(CO)O)O)O)N=O. Synergy scores: CSS=4.90, Synergy_ZIP=-2.76, Synergy_Bliss=3.74, Synergy_Loewe=-7.26, Synergy_HSA=3.20. Cell line: 786-0. Drug 1: CC1C(C(=O)NC(C(=O)N2CCCC2C(=O)N(CC(=O)N(C(C(=O)O1)C(C)C)C)C)C(C)C)NC(=O)C3=C4C(=C(C=C3)C)OC5=C(C(=O)C(=C(C5=N4)C(=O)NC6C(OC(=O)C(N(C(=O)CN(C(=O)C7CCCN7C(=O)C(NC6=O)C(C)C)C)C)C(C)C)C)N)C. (2) Synergy scores: CSS=-3.07, Synergy_ZIP=2.76, Synergy_Bliss=5.53, Synergy_Loewe=0.718, Synergy_HSA=1.13. Cell line: BT-549. Drug 1: CC(C1=C(C=CC(=C1Cl)F)Cl)OC2=C(N=CC(=C2)C3=CN(N=C3)C4CCNCC4)N. Drug 2: CCCCCOC(=O)NC1=NC(=O)N(C=C1F)C2C(C(C(O2)C)O)O. (3) Cell line: SF-539. Synergy scores: CSS=5.17, Synergy_ZIP=-2.20, Synergy_Bliss=0.737, Synergy_Loewe=-5.25, Synergy_HSA=-3.17. Drug 2: CC12CCC3C(C1CCC2OP(=O)(O)O)CCC4=C3C=CC(=C4)OC(=O)N(CCCl)CCCl.[Na+]. Drug 1: C1=NC2=C(N=C(N=C2N1C3C(C(C(O3)CO)O)O)F)N. (4) Drug 1: CC(C)CN1C=NC2=C1C3=CC=CC=C3N=C2N. Drug 2: CC12CCC3C(C1CCC2OP(=O)(O)O)CCC4=C3C=CC(=C4)OC(=O)N(CCCl)CCCl.[Na+]. Cell line: NCI-H226. Synergy scores: CSS=8.18, Synergy_ZIP=0.0170, Synergy_Bliss=4.54, Synergy_Loewe=-0.691, Synergy_HSA=0.559. (5) Drug 1: CN(C(=O)NC(C=O)C(C(C(CO)O)O)O)N=O. Drug 2: CC(C)NC(=O)C1=CC=C(C=C1)CNNC.Cl. Cell line: OVCAR-4. Synergy scores: CSS=0.505, Synergy_ZIP=-0.609, Synergy_Bliss=-0.981, Synergy_Loewe=-0.743, Synergy_HSA=-1.71. (6) Drug 1: CC1=C(C=C(C=C1)NC2=NC=CC(=N2)N(C)C3=CC4=NN(C(=C4C=C3)C)C)S(=O)(=O)N.Cl. Drug 2: CC1=C(C(=O)C2=C(C1=O)N3CC4C(C3(C2COC(=O)N)OC)N4)N. Cell line: SF-268. Synergy scores: CSS=1.31, Synergy_ZIP=-1.66, Synergy_Bliss=1.35, Synergy_Loewe=-6.30, Synergy_HSA=-2.20.